From a dataset of Catalyst prediction with 721,799 reactions and 888 catalyst types from USPTO. Predict which catalyst facilitates the given reaction. Reactant: [Cl:1][C:2]1[CH:3]=[CH:4][C:5]2[N:11]3[CH:12]=[CH:13][CH:14]=[C:10]3[CH:9]([C:15]([CH3:20])([CH3:19])[C:16](O)=[O:17])[O:8][CH:7]([C:21]3[CH:26]=[CH:25][CH:24]=[C:23]([O:27][CH3:28])[C:22]=3[O:29][CH3:30])[C:6]=2[CH:31]=1.[NH:32]1[CH2:37][CH2:36][CH:35]([CH2:38][C:39]([O:41][CH2:42][CH3:43])=[O:40])[CH2:34][CH2:33]1. Product: [Cl:1][C:2]1[CH:3]=[CH:4][C:5]2[N:11]3[CH:12]=[CH:13][CH:14]=[C:10]3[CH:9]([C:15]([CH3:19])([CH3:20])[C:16]([N:32]3[CH2:37][CH2:36][CH:35]([CH2:38][C:39]([O:41][CH2:42][CH3:43])=[O:40])[CH2:34][CH2:33]3)=[O:17])[O:8][CH:7]([C:21]3[CH:26]=[CH:25][CH:24]=[C:23]([O:27][CH3:28])[C:22]=3[O:29][CH3:30])[C:6]=2[CH:31]=1. The catalyst class is: 4.